The task is: Predict the reactants needed to synthesize the given product.. This data is from Full USPTO retrosynthesis dataset with 1.9M reactions from patents (1976-2016). The reactants are: [C:1]([C:7]1[CH:16]=[CH:15][C:14]2[C:13]([NH:17][CH2:18][CH2:19][CH2:20][CH2:21][CH3:22])=[C:12]([C:23]#[C:24][CH2:25][CH2:26][CH2:27][CH3:28])[CH:11]=[CH:10][C:9]=2[C:8]=1[NH:29][CH2:30][CH2:31][CH2:32][CH2:33][CH3:34])#[C:2][CH2:3][CH2:4][CH2:5][CH3:6].[OH-].[K+]. Given the product [CH2:25]([C:24]1[N:17]([CH2:18][CH2:19][CH2:20][CH2:21][CH3:22])[C:13]2[C:14]3[CH:15]=[CH:16][C:7]4[CH:1]=[C:2]([CH2:3][CH2:4][CH2:5][CH3:6])[N:29]([CH2:30][CH2:31][CH2:32][CH2:33][CH3:34])[C:8]=4[C:9]=3[CH:10]=[CH:11][C:12]=2[CH:23]=1)[CH2:26][CH2:27][CH3:28], predict the reactants needed to synthesize it.